Dataset: Caco-2 cell permeability data measuring drug intestinal absorption for ~900 compounds. Task: Regression/Classification. Given a drug SMILES string, predict its absorption, distribution, metabolism, or excretion properties. Task type varies by dataset: regression for continuous measurements (e.g., permeability, clearance, half-life) or binary classification for categorical outcomes (e.g., BBB penetration, CYP inhibition). For this dataset (caco2_wang), we predict Y. (1) The drug is CC(C)(C)NC(=O)[C@@H]1CC2CCCCC2CN1CC(OC(=O)CCCCC1SCC2NC(=O)NC21)[C@H](Cc1ccccc1)NC(=O)[C@H](CC(N)=O)NC(=O)c1ccc2ccccc2n1. The Y is -6.41 log Papp (cm/s). (2) The compound is CCCOCOCC1CN(c2ccc(C(C)=O)cc2)C(=O)O1. The Y is -3.95 log Papp (cm/s). (3) The molecule is COC1CC(OC2CCC3(C=O)C4CCC5(C)C(C6=CC(=O)OC6)CCC5(O)C4CCC3(O)C2)OC(C)C1O. The Y is -5.58 log Papp (cm/s). (4) The molecule is NC(=O)[C@H](Cc1ccccc1)NC(=O)[C@H](Cc1ccccc1)NC(=O)[C@H](CCCN=C(N)N)NC(=O)[C@@H](N)Cc1ccc(O)cc1. The Y is -7.43 log Papp (cm/s). (5) The molecule is CN1C(=O)CC(N2CCCN(CC/C=C3/c4ccccc4CCc4ccc(CC(=O)O)cc43)CC2)N(C)C1=O. The Y is -5.32 log Papp (cm/s). (6) The compound is N=C(N)c1cccc(CC(CC(=O)N2CCC(C(=O)O)CC2)NS(=O)(=O)c2ccc3ccccc3c2)c1. The Y is -7.34 log Papp (cm/s). (7) The compound is COC(=O)C1=C(C)NC(C)=C(C(=O)OCC(C)C)C1c1ccccc1N(O)O. The Y is -4.70 log Papp (cm/s).